The task is: Predict the product of the given reaction.. This data is from Forward reaction prediction with 1.9M reactions from USPTO patents (1976-2016). Given the reactants [CH3:1][C:2]([CH2:13][CH2:14][C:15](=[O:17])[CH3:16])([C:8]([O:10]CC)=[O:9])[C:3]([O:5][CH2:6][CH3:7])=[O:4].[OH-].[Na+], predict the reaction product. The product is: [CH2:6]([O:5][C:3]([C:2]([CH3:1])([CH2:13][CH2:14][C:15](=[O:17])[CH3:16])[C:8]([OH:10])=[O:9])=[O:4])[CH3:7].